Dataset: NCI-60 drug combinations with 297,098 pairs across 59 cell lines. Task: Regression. Given two drug SMILES strings and cell line genomic features, predict the synergy score measuring deviation from expected non-interaction effect. (1) Drug 1: C1CCC(CC1)NC(=O)N(CCCl)N=O. Drug 2: C(CCl)NC(=O)N(CCCl)N=O. Cell line: CAKI-1. Synergy scores: CSS=23.0, Synergy_ZIP=-4.36, Synergy_Bliss=-2.62, Synergy_Loewe=-5.27, Synergy_HSA=-2.26. (2) Drug 1: CN(C)N=NC1=C(NC=N1)C(=O)N. Drug 2: C#CCC(CC1=CN=C2C(=N1)C(=NC(=N2)N)N)C3=CC=C(C=C3)C(=O)NC(CCC(=O)O)C(=O)O. Cell line: NCI/ADR-RES. Synergy scores: CSS=-1.37, Synergy_ZIP=-0.128, Synergy_Bliss=-1.17, Synergy_Loewe=-1.66, Synergy_HSA=-2.14. (3) Drug 1: CC1=C(C(=CC=C1)Cl)NC(=O)C2=CN=C(S2)NC3=CC(=NC(=N3)C)N4CCN(CC4)CCO. Drug 2: C1CN(CCN1C(=O)CCBr)C(=O)CCBr. Cell line: MCF7. Synergy scores: CSS=18.3, Synergy_ZIP=-4.56, Synergy_Bliss=0.356, Synergy_Loewe=1.37, Synergy_HSA=3.19. (4) Drug 1: CNC(=O)C1=CC=CC=C1SC2=CC3=C(C=C2)C(=NN3)C=CC4=CC=CC=N4. Drug 2: CC1CCC2CC(C(=CC=CC=CC(CC(C(=O)C(C(C(=CC(C(=O)CC(OC(=O)C3CCCCN3C(=O)C(=O)C1(O2)O)C(C)CC4CCC(C(C4)OC)OCCO)C)C)O)OC)C)C)C)OC. Cell line: IGROV1. Synergy scores: CSS=16.6, Synergy_ZIP=-0.911, Synergy_Bliss=-3.24, Synergy_Loewe=-20.5, Synergy_HSA=-3.16. (5) Drug 1: CC1=C2C(C(=O)C3(C(CC4C(C3C(C(C2(C)C)(CC1OC(=O)C(C(C5=CC=CC=C5)NC(=O)OC(C)(C)C)O)O)OC(=O)C6=CC=CC=C6)(CO4)OC(=O)C)O)C)O. Drug 2: CCN(CC)CCNC(=O)C1=C(NC(=C1C)C=C2C3=C(C=CC(=C3)F)NC2=O)C. Cell line: NCIH23. Synergy scores: CSS=19.3, Synergy_ZIP=6.77, Synergy_Bliss=6.27, Synergy_Loewe=9.51, Synergy_HSA=6.12. (6) Drug 1: C1=CC(=CC=C1C#N)C(C2=CC=C(C=C2)C#N)N3C=NC=N3. Drug 2: CC1C(C(CC(O1)OC2CC(CC3=C2C(=C4C(=C3O)C(=O)C5=C(C4=O)C(=CC=C5)OC)O)(C(=O)CO)O)N)O.Cl. Cell line: U251. Synergy scores: CSS=29.0, Synergy_ZIP=-0.170, Synergy_Bliss=-1.37, Synergy_Loewe=-10.8, Synergy_HSA=1.02. (7) Drug 1: CCC(=C(C1=CC=CC=C1)C2=CC=C(C=C2)OCCN(C)C)C3=CC=CC=C3.C(C(=O)O)C(CC(=O)O)(C(=O)O)O. Drug 2: CC1=C(C(=O)C2=C(C1=O)N3CC4C(C3(C2COC(=O)N)OC)N4)N. Cell line: OVCAR-5. Synergy scores: CSS=34.2, Synergy_ZIP=-5.79, Synergy_Bliss=0.0461, Synergy_Loewe=-32.2, Synergy_HSA=-2.18.